Task: Regression/Classification. Given a drug SMILES string, predict its absorption, distribution, metabolism, or excretion properties. Task type varies by dataset: regression for continuous measurements (e.g., permeability, clearance, half-life) or binary classification for categorical outcomes (e.g., BBB penetration, CYP inhibition). Dataset: cyp2c9_veith.. Dataset: CYP2C9 inhibition data for predicting drug metabolism from PubChem BioAssay (1) The result is 0 (non-inhibitor). The molecule is CO[C@@H]1COC(=O)[C@H](C)NC(=O)[C@@H](C)COC(=O)CCC[C@H]1C. (2) The molecule is O=C(O)c1c2ccccc2cc2ccccc12. The result is 0 (non-inhibitor). (3) The drug is O=C(NCc1ccccc1)c1cnc2n(c1=O)CCS2. The result is 0 (non-inhibitor). (4) The compound is O=C(NCc1cccnc1)c1sc2cc(Cl)ccc2c1Cl. The result is 1 (inhibitor). (5) The compound is CC(=O)[C@H](CC(C)C)NC(=O)[C@@H](CC(C)C)NC(=O)[C@H](CC(C)C)NC(=O)OCc1ccccc1. The result is 0 (non-inhibitor). (6) The compound is O=C(/C=C\c1ccc(O)cc1)c1ccc(O)cc1O. The result is 1 (inhibitor). (7) The drug is CS(=O)(=O)Nc1cccc(-c2cncnc2NCc2cccs2)c1. The result is 1 (inhibitor).